From a dataset of TCR-epitope binding with 47,182 pairs between 192 epitopes and 23,139 TCRs. Binary Classification. Given a T-cell receptor sequence (or CDR3 region) and an epitope sequence, predict whether binding occurs between them. (1) The epitope is RPPIFIRRL. The TCR CDR3 sequence is CSVGGAYEQYF. Result: 1 (the TCR binds to the epitope). (2) The epitope is KPLEFGATSAAL. The TCR CDR3 sequence is CASGQGSSYEQYF. Result: 0 (the TCR does not bind to the epitope). (3) The epitope is QARQMVQAMRTIGTHP. The TCR CDR3 sequence is CASSYSVGNEQFF. Result: 0 (the TCR does not bind to the epitope). (4) Result: 1 (the TCR binds to the epitope). The TCR CDR3 sequence is CASSQDRGPSYEQYF. The epitope is YFPLQSYGF. (5) The epitope is HSKKKCDEL. The TCR CDR3 sequence is CASSPGSWGSTDTQYF. Result: 0 (the TCR does not bind to the epitope). (6) The epitope is KLPDDFTGCV. The TCR CDR3 sequence is CASSHSGRSEIQPQHF. Result: 1 (the TCR binds to the epitope).